Regression/Classification. Given a drug SMILES string, predict its toxicity properties. Task type varies by dataset: regression for continuous values (e.g., LD50, hERG inhibition percentage) or binary classification for toxic/non-toxic outcomes (e.g., AMES mutagenicity, cardiotoxicity, hepatotoxicity). Dataset: herg_karim. From a dataset of hERG potassium channel inhibition data for cardiac toxicity prediction from Karim et al.. The compound is CCCCN1CCC[C@@H]1Cn1nc(Cc2ccc(Cl)cc2)c2ccccc2c1=O. The result is 1 (blocker).